From a dataset of Experimentally validated miRNA-target interactions with 360,000+ pairs, plus equal number of negative samples. Binary Classification. Given a miRNA mature sequence and a target amino acid sequence, predict their likelihood of interaction. The miRNA is hsa-miR-3668 with sequence AAUGUAGAGAUUGAUCAAAAU. The protein sequence of the target gene is MAGDSEQTLQNHQQPNGGEPFLIGVSGGTASGKSSVCAKIVQLLGQNEVDYRQKQVVILSQDSFYRVLTSEQKAKALKGQFNFDHPDAFDNELILKTLKEITEGKTVQIPVYDFVSHSRKEETVTVYPADVVLFEGILAFYSQEVRDLFQMKLFVDTDADTRLSRRVLRDISERGRDLEQILSQYITFVKPAFEEFCLPTKKYADVIIPRGADNLVAINLIVQHIQDILNGGPSKRQTNGCLNGYTPSRKRQASESSSRPH. Result: 0 (no interaction).